From a dataset of Forward reaction prediction with 1.9M reactions from USPTO patents (1976-2016). Predict the product of the given reaction. (1) Given the reactants [Cl:1][C:2]1[CH:3]=[CH:4][C:5]([C:28]([F:31])([F:30])[F:29])=[C:6]([CH:27]=1)[CH2:7][N:8]1[CH2:13][CH2:12][NH:11][C:10]2[N:14]=[CH:15][C:16]([C:18]3[CH:19]=[C:20]([CH:24]=[CH:25][CH:26]=3)[C:21]([OH:23])=O)=[CH:17][C:9]1=2.[CH3:32][O:33][C:34]1[CH:46]=[CH:45][C:37]([CH2:38][N:39]2[CH2:44][CH2:43][NH:42][CH2:41][CH2:40]2)=[CH:36][CH:35]=1, predict the reaction product. The product is: [Cl:1][C:2]1[CH:3]=[CH:4][C:5]([C:28]([F:30])([F:31])[F:29])=[C:6]([CH:27]=1)[CH2:7][N:8]1[CH2:13][CH2:12][NH:11][C:10]2[N:14]=[CH:15][C:16]([C:18]3[CH:19]=[C:20]([C:21]([N:42]4[CH2:41][CH2:40][N:39]([CH2:38][C:37]5[CH:45]=[CH:46][C:34]([O:33][CH3:32])=[CH:35][CH:36]=5)[CH2:44][CH2:43]4)=[O:23])[CH:24]=[CH:25][CH:26]=3)=[CH:17][C:9]1=2. (2) Given the reactants [CH3:1][NH:2][C@@H:3]([C:27]1[CH:32]=[CH:31][CH:30]=[CH:29][CH:28]=1)[CH2:4][N:5]1[CH2:9][CH2:8][C@H:7]([O:10][CH2:11][CH2:12][O:13][CH2:14][CH2:15][O:16][CH2:17][CH2:18][O:19][CH2:20][CH2:21][O:22][CH2:23][CH2:24][O:25][CH3:26])[CH2:6]1.[C:33]1([CH:39]([C:43]2[CH:48]=[CH:47][CH:46]=[CH:45][CH:44]=2)[C:40](Cl)=[O:41])[CH:38]=[CH:37][CH:36]=[CH:35][CH:34]=1.C(N(CC)C(C)C)(C)C, predict the reaction product. The product is: [CH3:1][N:2]([C@@H:3]([C:27]1[CH:28]=[CH:29][CH:30]=[CH:31][CH:32]=1)[CH2:4][N:5]1[CH2:9][CH2:8][C@H:7]([O:10][CH2:11][CH2:12][O:13][CH2:14][CH2:15][O:16][CH2:17][CH2:18][O:19][CH2:20][CH2:21][O:22][CH2:23][CH2:24][O:25][CH3:26])[CH2:6]1)[C:40](=[O:41])[CH:39]([C:33]1[CH:38]=[CH:37][CH:36]=[CH:35][CH:34]=1)[C:43]1[CH:48]=[CH:47][CH:46]=[CH:45][CH:44]=1. (3) Given the reactants [Br:1]Br.[NH2:3][C:4]1[C:9]([CH:10]=[O:11])=[CH:8][CH:7]=[CH:6][N:5]=1, predict the reaction product. The product is: [BrH:1].[NH2:3][C:4]1[N:5]=[CH:6][C:7]([Br:1])=[CH:8][C:9]=1[CH:10]=[O:11]. (4) Given the reactants FC1C=CC(S(C2CC3C=CC=CC=3N(C[C:23]3[NH:27][CH:26]=[N:25][C:24]=3[CH3:28])N(CCC3C=CC=CC=3)C2)(=O)=O)=CC=1.[CH:37]1[C:49]2[CH:48]([CH2:50][O:51][C:52]([CH:54]3[CH2:60][C:59]4[CH:61]=[CH:62][CH:63]=[CH:64][C:58]=4[NH:57][N:56]([CH2:65][CH2:66][C:67]4[CH:72]=[CH:71][CH:70]=[CH:69][CH:68]=4)[CH2:55]3)=[O:53])[C:47]3[C:42](=[CH:43][CH:44]=[CH:45][CH:46]=3)[C:41]=2[CH:40]=[CH:39][CH:38]=1.N1C=CN=C1C=O, predict the reaction product. The product is: [CH:37]1[C:49]2[CH:48]([CH2:50][O:51][C:52]([CH:54]3[CH2:60][C:59]4[CH:61]=[CH:62][CH:63]=[CH:64][C:58]=4[N:57]([CH2:28][C:24]4[N:25]=[CH:26][NH:27][CH:23]=4)[N:56]([CH2:65][CH2:66][C:67]4[CH:68]=[CH:69][CH:70]=[CH:71][CH:72]=4)[CH2:55]3)=[O:53])[C:47]3[C:42](=[CH:43][CH:44]=[CH:45][CH:46]=3)[C:41]=2[CH:40]=[CH:39][CH:38]=1. (5) Given the reactants [CH:1]1([CH2:4][S:5][CH2:6][CH2:7][N:8]2[C:13](=[O:14])[C:12]([C:15]([O:17]CC)=[O:16])=[N:11][N:10]([CH3:20])[C:9]2=[O:21])[CH2:3][CH2:2]1.[Br-].[Li+].C(N(CC)CC)C.Cl, predict the reaction product. The product is: [CH:1]1([CH2:4][S:5][CH2:6][CH2:7][N:8]2[C:13](=[O:14])[C:12]([C:15]([OH:17])=[O:16])=[N:11][N:10]([CH3:20])[C:9]2=[O:21])[CH2:3][CH2:2]1. (6) Given the reactants [NH2:1][C:2]1[N:7]=[CH:6][N:5]2[CH:8]=[C:9]([C:11]3[CH:12]=[C:13]([CH:20]=[CH:21][CH:22]=3)[O:14][CH2:15][C:16]([O:18][CH3:19])=[O:17])[N:10]=[C:4]2[CH:3]=1.[CH2:23]([N:25]([CH3:37])[C:26]([C:28]1[CH:29]=[N:30][N:31]([CH3:36])[C:32]=1[C:33](O)=[O:34])=[O:27])[CH3:24], predict the reaction product. The product is: [CH3:19][O:18][C:16](=[O:17])[CH2:15][O:14][C:13]1[CH:20]=[CH:21][CH:22]=[C:11]([C:9]2[N:10]=[C:6]3[N:7]=[C:2]([NH:1][C:33]([C:32]4[N:31]([CH3:36])[N:30]=[CH:29][C:28]=4[C:26](=[O:27])[N:25]([CH2:23][CH3:24])[CH3:37])=[O:34])[CH:3]=[CH:4][N:5]3[CH:8]=2)[CH:12]=1. (7) Given the reactants [CH2:1]([Li])[CH2:2][CH2:3]C.[CH2:6]([CH2:9]OC)[O:7]C.[Cl:12][C:13]1[CH:18]=[CH:17][C:16]([S:19]([CH2:22][C:23]2[CH:28]=[C:27]([F:29])[CH:26]=[CH:25][C:24]=2[F:30])(=[O:21])=[O:20])=[CH:15][CH:14]=1, predict the reaction product. The product is: [Cl:12][C:13]1[CH:18]=[CH:17][C:16]([S:19]([CH:22]([C:23]2[CH:28]=[C:27]([F:29])[CH:26]=[CH:25][C:24]=2[F:30])[CH2:1][CH2:2][CH2:3][CH2:9][CH:6]=[O:7])(=[O:21])=[O:20])=[CH:15][CH:14]=1.